From a dataset of Catalyst prediction with 721,799 reactions and 888 catalyst types from USPTO. Predict which catalyst facilitates the given reaction. Reactant: C(=O)([O-])[O-].[K+].[K+].[Si]([O:14][CH2:15][C@H:16]([CH3:36])[O:17][C:18]1[CH:19]=[C:20]([CH:32]=[C:33]([OH:35])[CH:34]=1)[C:21]([NH:23][C:24]1[CH:28]=[CH:27][N:26]([CH:29]([CH3:31])[CH3:30])[N:25]=1)=[O:22])(C(C)(C)C)(C)C.[Cl:37][C:38]1[CH:39]=[C:40]([CH:47]=[CH:48][C:49]=1F)[C:41]([N:43]1[CH2:46][CH2:45][CH2:44]1)=[O:42]. Product: [N:43]1([C:41]([C:40]2[CH:47]=[CH:48][C:49]([O:35][C:33]3[CH:32]=[C:20]([CH:19]=[C:18]([O:17][C@@H:16]([CH3:36])[CH2:15][OH:14])[CH:34]=3)[C:21]([NH:23][C:24]3[CH:28]=[CH:27][N:26]([CH:29]([CH3:30])[CH3:31])[N:25]=3)=[O:22])=[C:38]([Cl:37])[CH:39]=2)=[O:42])[CH2:46][CH2:45][CH2:44]1. The catalyst class is: 10.